Dataset: NCI-60 drug combinations with 297,098 pairs across 59 cell lines. Task: Regression. Given two drug SMILES strings and cell line genomic features, predict the synergy score measuring deviation from expected non-interaction effect. Drug 1: C1C(C(OC1N2C=C(C(=O)NC2=O)F)CO)O. Drug 2: CC1=C(C(=O)C2=C(C1=O)N3CC4C(C3(C2COC(=O)N)OC)N4)N. Cell line: HL-60(TB). Synergy scores: CSS=76.0, Synergy_ZIP=6.38, Synergy_Bliss=5.12, Synergy_Loewe=0.654, Synergy_HSA=8.86.